Dataset: Peptide-MHC class II binding affinity with 134,281 pairs from IEDB. Task: Regression. Given a peptide amino acid sequence and an MHC pseudo amino acid sequence, predict their binding affinity value. This is MHC class II binding data. (1) The peptide sequence is SQTTANPSCPAGT. The MHC is DRB5_0101 with pseudo-sequence DRB5_0101. The binding affinity (normalized) is 0. (2) The peptide sequence is EAMSQANSAILMQR. The MHC is DRB1_1101 with pseudo-sequence DRB1_1101. The binding affinity (normalized) is 0.274. (3) The peptide sequence is RQCCHKAMENFTDDD. The MHC is DRB1_0401 with pseudo-sequence DRB1_0401. The binding affinity (normalized) is 0.224.